From a dataset of CYP2C19 inhibition data for predicting drug metabolism from PubChem BioAssay. Regression/Classification. Given a drug SMILES string, predict its absorption, distribution, metabolism, or excretion properties. Task type varies by dataset: regression for continuous measurements (e.g., permeability, clearance, half-life) or binary classification for categorical outcomes (e.g., BBB penetration, CYP inhibition). Dataset: cyp2c19_veith. (1) The molecule is CC1(C)CC(Nc2ccc(Nc3ccccc3)cc2)CC(C)(C)N1. The result is 0 (non-inhibitor). (2) The drug is CN(C)c1ccc(C(=C2C=CC(=[N+](C)C)C=C2)c2ccccc2)cc1.O=C(O)C(=O)O.O=C(O)C(=O)O. The result is 1 (inhibitor).